Dataset: Human Reference Interactome with 51,813 positive PPI pairs across 8,248 proteins, plus equal number of experimentally-validated negative pairs. Task: Binary Classification. Given two protein amino acid sequences, predict whether they physically interact or not. (1) Protein 1 (ENSG00000101197) has sequence MGPKDSAKCLHRGPQPSHWAAGDGPTQERCGPRSLGSPVLGLDTCRAWDHVDGQILGQLRPLTEEEEEEGAGATLSRGPAFPGMGSEELRLASFYDWPLTAEVPPELLAAAGFFHTGHQDKVRCFFCYGGLQSWKRGDDPWTEHAKWFPSCQFLLRSKGRDFVHSVQETHSQLLGSWDPWEEPEDAAPVAPSVPASGYPELPTPRREVQSESAQEPGGVSPAEAQRAWWVLEPPGARDVEAQLRRLQEERTCKVCLDRAVSIVFVPCGHLVCAECAPGLQLCPICRAPVRSRVRTFLS*M.... Protein 2 (ENSG00000134532) has sequence MSVMSSKRPASPYGEADGEVAMVTSRQKVEEEESDGLPAFHLPLHVSFPNKPHSEEFQPVSLLTQETCGHRTPTSQHNTMEVDGNKVMSSFAPHNSSTSPQKAEEGGRQSGESLSSTALGTPERRKGSLADVVDTLKQRKMEELIKNEPEETPSIEKLLSKDWKDKLLAMGSGNFGEIKGTPESLAEKERQLMGMINQLTSLREQLLAAHDEQKKLAASQIEKQRQQMELAKQQQEQIARQQQQLLQQQHKINLLQQQIQVQGQLPPLMIPVFPPDQRTLAAAAQQGFLLPPGFSYKAGC.... Result: 1 (the proteins interact). (2) Protein 1 (ENSG00000175206) has sequence MPLEDEVVPPQVLSEPNEEAGAALSPLPEVPPWTGEVSPAQRDGGALGRGPWDSSDRSALLKSKLRALLTAPRSLRRSSCFGGRMDRIGAQSGLGCNSFRY*MSSFSTTTVSFLLLLAFQLLGQTRANPMYNAVSNADLMDFKNLLDHLEEKMPLEDEVVPPQVLSEPNEEAGAALSPLPEVPPWTGEVSPAQRDGGALGRGPWDSSDRSALLKSKLRALLTAPRSLRRSSCFGGRMDRIGAQSGLGCNSFRY*MSSFSTTTVSFLLLLAFQLLGQTRANPMYNAVSNADLMDFKNLLDH.... Protein 2 (ENSG00000213923) has sequence XRNPEDVDRERREHEREERMGQLRGSATRALPPGPPTGATANRLRSAAEPVASTPASRIQPAGNTSPRAISRVDRERKVSMRLHRGAPANVSSSDLTGRQEVSRIPASQTSVPFDHLGK*MELRVGNKYRLGRKIGSGSFGDIYLGANIASGEEVAIKLECVKTKHPQLHIESKFYKMMQGGVGIPSIKWCGAEGDYNVMVMELLGPSLEDLFNFCSRKFSLKTVLLLADQMISRIEYIHSKNFIHRDVKPDNFLMGLGKKGNLVYIIDFGLAKKYRDARTHQHIPYRENKNLTGTARYA.... Result: 0 (the proteins do not interact). (3) Protein 1 (ENSG00000123643) has sequence MSTQRLRNEDYHDYSSTDVSPEESPSEGLNNLSSPGSYQRFGQSNSTTWFQTLIHLLKGNIGTGLLGLPLAVKNAGIVMGPISLLIIGIVAVHCMGILVKCAHHFCRRLNKSFVDYGDTVMYGLESSPCSWLRNHAHWGRRVVDFFLIVTQLGFCCVYFVFLADNFKQVIEAANGTTNNCHNNETVILTPTMDSRLYMLSFLPFLVLLVFIRNLRALSIFSLLANITMLVSLVMIYQFIVQRIPDPSHLPLVAPWKTYPLFFGTAIFSFEGIGMVLPLENKMKDPRKFPLILYLGMVIVT.... Protein 2 (ENSG00000049883) has sequence MVRDSMAAAFRPSNRVLLQALQILVYPGVGGSGSVSCRCPLGAKRYLLTDNVVKLKEFQQKKVAVACNLSGTKETYFRNLKKKLTQNKLILKGELITLLHLCESRDHVELAKNVIYRYHAENKNFTLGEYKFGPLFVRLCYELDLEESAVELMKDQHLRGFFSDSTSFNILMDMLFIKGKYKSALQVLIEMKNQDVKFTKDTYVLAFAICYKLNSPESFKICTTLREEALLKGEILSRRASCFAVALALNQNEMAKAVSIFSQIMNPESIACINLNIIIHIQSNMLENLIKTLKNAAEGN.... Result: 0 (the proteins do not interact). (4) Protein 1 (ENSG00000082126) has sequence MIQSDKGADPPDKKDMKLSTATNPQNGLSQILRLVLQELSLFYGRDVNGVCLLYDLLHSPWLQALLKIYDCLQEFKEKKLVPATPHAQVLSYEVVELLRETPTSPEIQELRQMLQAPHFKALLSAHDTIAQKDFEPLLPPLPDNIPESEEAMRIVCLVKNQQPLGATIKRHEMTGDILVARIIHGGLAERSGLLYAGDKLVEVNGVSVEGLDPEQVIHILAMSRGTIMFKVVPVSDPPVNSQQMDPDIPCMDAGLPFQKGDILQIVDQNDALWWQARKISDPATCAGLVPSNHLLKRKQR.... Protein 2 (ENSG00000136807) has sequence MAKQYDSVECPFCDEVSKYEKLAKIGQGTFGEVFKARHRKTGQKVALKKVLMENEKEGFPITALREIKILQLLKHENVVNLIEICRTKASPYNRCKGSIYLVFDFCEHDLAGLLSNVLVKFTLSEIKRVMQMLLNGLYYIHRNKILHRDMKAANVLITRDGVLKLADFGLARAFSLAKNSQPNRYTNRVVTLWYRPPELLLGERDYGPPIDLWGAGCIMAEMWTRSPIMQGNTEQHQLALISQLCGSITPEVWPNVDNYELYEKLELVKGQKRKVKDRLKAYVRDPYALDLIDKLLVLDP.... Result: 0 (the proteins do not interact). (5) Protein 1 (ENSG00000008197) has sequence MSTTFPGLVHDAEIRHDGSNSYRLMQLGCLESVANSTVAYSSSSPLTYSTTGTEFASPYFSTNHQYTPLHHQSFHYEFQHSHPAVTPDAYSLNSLHHSQQYYQQIHHGEPTDFINLHNARALKSSCLDEQRRELGCLDAYRRHDLSLMSHGSQYGMHPDQRLLPGPSLGLAAAGADDLQGSVEAQCGLVLNGQGGVIRRGGTCVVNPTDLFCSVPGRLSLLSSTSKYKVTIAEVKRRLSPPECLNASLLGGILRRAKSKNGGRCLREKLDRLGLNLPAGRRKAANVTLLTSLVEGEALHL.... Protein 2 (ENSG00000182591) has sequence MSFNCSTRNCSSRPIGGRCIVPVAQVTTTSTTDADCLGGICLPSSFQTGSWLLDHCQETCCEPTACQPTCYRRTSCVSNPCQVTCSRQTTCISNPCSTTYSRPLTFVSSGCQPLGGISSVCQPVGGISTVCQPVGGVSTVCQPACGVSRTYQQSCVSSCRRTC*. Result: 1 (the proteins interact). (6) Protein 1 (ENSG00000088832) has sequence MPVSVSSGRTFPKRGQTCVVHYTGMLEDGKKFDSSRDRNKPFKFMLGKQEVIRGWEEGVAQMSVGQRAKLTISPDYAYGATGHPGIIPPHATLVFDVELLKLE*MGVQVETISPGDGRTFPKRGQTCVVHYTGMLEDGKKFDSSRDRNKPFKFMLGKQEVIRGWEEGVAQMSVGQRAKLTISPDYAYGATGHPGIIPPHATLVFDVELLKLE*MGVQVETISPGDGMLEDGKKFDSSRDRNKPFKFMLGKQEVIRGWEEGVAQMSVGQRAKLTISPDYAYGATGHPGIIPPHATLVFDVE.... Protein 2 (ENSG00000188396) has sequence MASRPLPPGRQEEENAKDSGRKPSPVRPRGCLPSIDEARPAGPGPAPASRRGSMLGLAASFSRRNSLVGPGAGPGGQRPSLGPVPPLGSRVSFSGLPLAPARWVAPSYRTEPVPGERWEAARAQRALEAALAAGLHDACYSSDEAARLVRELCEQVHVRLRELSPPRYKLVCSVVLGPRAGQGVHVVSRALWDVARDGLASVSYTNTSLFAVATVHGLYCE*. Result: 0 (the proteins do not interact). (7) Protein 1 (ENSG00000280071) has sequence XDGTEIHEASAILVHLSRGGAEVQIFAPDVPQMHVIDHTKGQPSEGESRNVLTESARIARGKITDLANLSAANHDAAIFPGGFGAAKNLSTFAVDGKDCKVNKEVERVLKEFHQAGKPIGGSPYSDPAKHRSLGLQLMHVIDHTKGQPSEGESRNVLTESARIARGKITDLANLSAANHDAAIFPGGFGAAKNLSTFAVDGKDCKVNKEVERVLKEFHQAGKPIGLCCIAPVLAAKVLRGVEVTVGHEQEEGGKWPYAGTAEAIKALGAKHCVKEVVEAHVDQKNKVVTTPAFMCETALH.... Protein 2 (ENSG00000149100) has sequence MNSVVSLLLILEPDKQEALIESLCEKLVKFREGERPSLRLQLLSNLFHGMDKNTPVRYTVYCSLIKVAASCGAIQYIPTELDQVRKWISDWNLTTEKKHTLLRLLYEALVDCKKSDAASKVMVELLGSYTEDNASQARVDAHRCIVRALKDPNAFLFDHLLTLKPVKFLEGELIHDLLTIFVSAKLASYVKMSVPAFIDISEEDQAAELRAYLKSKGAEISEENSEGGLHVDLAQIIEACDVCLKEDDKDVESVMNSVVSLLLILEPDKQEALIESLCEKLVKFREGERPSLRLQLLSNL.... Result: 0 (the proteins do not interact).